This data is from Full USPTO retrosynthesis dataset with 1.9M reactions from patents (1976-2016). The task is: Predict the reactants needed to synthesize the given product. (1) Given the product [Cl:19][C:16]1[CH:17]=[CH:18][C:5]2[N:4]([CH3:20])[C:3](=[O:21])[CH:2]([NH:1][C:23]([NH:22][C:25]3[C:34]4[C:29](=[CH:30][CH:31]=[CH:32][CH:33]=4)[C:28]([N:35]([CH3:37])[CH3:36])=[CH:27][CH:26]=3)=[S:24])[N:8]=[C:7]([C:9]3[CH:10]=[CH:11][CH:12]=[CH:13][CH:14]=3)[C:6]=2[CH:15]=1, predict the reactants needed to synthesize it. The reactants are: [NH2:1][CH:2]1[N:8]=[C:7]([C:9]2[CH:14]=[CH:13][CH:12]=[CH:11][CH:10]=2)[C:6]2[CH:15]=[C:16]([Cl:19])[CH:17]=[CH:18][C:5]=2[N:4]([CH3:20])[C:3]1=[O:21].[N:22]([C:25]1[C:34]2[C:29](=[CH:30][CH:31]=[CH:32][CH:33]=2)[C:28]([N:35]([CH3:37])[CH3:36])=[CH:27][CH:26]=1)=[C:23]=[S:24]. (2) Given the product [C:1]([O:5][C:6]([N:8]1[CH2:13][C@H:12]([OH:11])[C@H:10]2[NH:16][CH2:15][CH2:14][C@@H:9]12)=[O:7])([CH3:4])([CH3:3])[CH3:2], predict the reactants needed to synthesize it. The reactants are: [C:1]([O:5][C:6]([N:8]1[CH2:13][CH:12]2[CH:10]([O:11]2)[C@H:9]1[CH2:14][CH2:15][NH:16]C(OCC1C=CC=CC=1)=O)=[O:7])([CH3:4])([CH3:3])[CH3:2]. (3) Given the product [CH3:10][O:9][C:4]1[N:3]=[C:2]([N:26]2[CH2:25][CH2:24][CH:23]([N:12]([CH3:11])[C:13](=[O:22])[O:14][CH2:15][C:16]3[CH:21]=[CH:20][CH:19]=[CH:18][CH:17]=3)[CH2:28][CH2:27]2)[CH:7]=[C:6]([CH3:8])[N:5]=1, predict the reactants needed to synthesize it. The reactants are: Cl[C:2]1[CH:7]=[C:6]([CH3:8])[N:5]=[C:4]([O:9][CH3:10])[N:3]=1.[CH3:11][N:12]([CH:23]1[CH2:28][CH2:27][NH:26][CH2:25][CH2:24]1)[C:13](=[O:22])[O:14][CH2:15][C:16]1[CH:21]=[CH:20][CH:19]=[CH:18][CH:17]=1.C([O-])([O-])=O.[K+].[K+]. (4) The reactants are: [NH2:1][CH:2]1[CH:8]=[C:7]([C:9]2[CH:14]=[CH:13][CH:12]=[CH:11][CH:10]=2)[CH:6]=[CH:5][N:4]([CH3:15])[C:3]1=[O:16].[C:17]([O:21][C:22]([NH:24][C@H:25]([C:27](O)=[O:28])[CH3:26])=[O:23])([CH3:20])([CH3:19])[CH3:18].O.OC1C2N=NNC=2C=CC=1.C(N(C(C)C)CC)(C)C.Cl.CN(C)CCCN=C=NCC. Given the product [C:17]([O:21][C:22](=[O:23])[NH:24][C@H:25]([C:27](=[O:28])[NH:1][CH:2]1[CH:8]=[C:7]([C:9]2[CH:10]=[CH:11][CH:12]=[CH:13][CH:14]=2)[CH:6]=[CH:5][N:4]([CH3:15])[C:3]1=[O:16])[CH3:26])([CH3:18])([CH3:19])[CH3:20], predict the reactants needed to synthesize it.